This data is from Reaction yield outcomes from USPTO patents with 853,638 reactions. The task is: Predict the reaction yield, written as a fraction of the theoretical maximum amount of product (1.0 means a 100% yield; for example, 0.34 means a 34% yield). (1) The yield is 0.180. The reactants are [NH2:1][C:2]1[N:7]=[CH:6][C:5]([C:8]2[CH:9]=[N:10][C:11]([NH:14][CH:15]3[CH2:17][CH2:16]3)=[N:12][CH:13]=2)=[CH:4][CH:3]=1.[F:18][C:19]([F:31])([F:30])[C:20]1[CH:21]=[C:22]([CH2:26][C:27](Cl)=[O:28])[CH:23]=[CH:24][CH:25]=1. The product is [CH:15]1([NH:14][C:11]2[N:10]=[CH:9][C:8]([C:5]3[CH:4]=[CH:3][C:2]([NH:1][C:27](=[O:28])[CH2:26][C:22]4[CH:23]=[CH:24][CH:25]=[C:20]([C:19]([F:30])([F:18])[F:31])[CH:21]=4)=[N:7][CH:6]=3)=[CH:13][N:12]=2)[CH2:17][CH2:16]1. The catalyst is C(Cl)Cl. (2) The reactants are [CH3:1][O:2][C:3]([C:5]1[C:14]2[CH:13]=[C:12]3[O:15][CH2:16][CH2:17][O:18][C:11]3=[CH:10][C:9]=2[N:8]=[C:7]([C:19]2[CH:24]=[CH:23][CH:22]=[CH:21][CH:20]=2)[C:6]=1[CH2:25]Br)=[O:4].[NH:27]1[CH2:32][CH2:31][NH:30][CH2:29][C:28]1=[O:33].C(N(C(C)C)C(C)C)C. The catalyst is C1COCC1. The product is [CH3:1][O:2][C:3]([C:5]1[C:14]2[CH:13]=[C:12]3[O:15][CH2:16][CH2:17][O:18][C:11]3=[CH:10][C:9]=2[N:8]=[C:7]([C:19]2[CH:24]=[CH:23][CH:22]=[CH:21][CH:20]=2)[C:6]=1[CH2:25][N:30]1[CH2:31][CH2:32][NH:27][C:28](=[O:33])[CH2:29]1)=[O:4]. The yield is 0.690. (3) The reactants are [Br:1][C:2]1[CH:3]=[C:4]2[C:11]3([C:15](=[O:16])[N:14]([CH3:17])[C:13](SC)=[N:12]3)[CH2:10][CH:9]([C:20]3[CH:25]=[CH:24][CH:23]=[CH:22][C:21]=3[F:26])[O:8][C:5]2=[CH:6][CH:7]=1.[NH4+:27].[I-].N.CCO. No catalyst specified. The product is [NH2:27][C:13]1[N:14]([CH3:17])[C:15](=[O:16])[C:11]2([C:4]3[C:5](=[CH:6][CH:7]=[C:2]([Br:1])[CH:3]=3)[O:8][CH:9]([C:20]3[CH:25]=[CH:24][CH:23]=[CH:22][C:21]=3[F:26])[CH2:10]2)[N:12]=1. The yield is 0.700. (4) The reactants are [CH3:1][O:2][C:3]1[CH:4]=[C:5]([CH:8]=[CH:9][C:10]=1[N:11]1[CH:15]=[CH:14][CH:13]=[N:12]1)[CH:6]=O.[Br-].[O:17]1CCO[CH:18]1[CH2:22][P+](C1C=CC=CC=1)(C1C=CC=CC=1)C1C=CC=CC=1.COCCOCCN(CCOCCOC)CCOCCOC. The catalyst is ClCCl.C([O-])([O-])=O.[K+].[K+]. The product is [CH3:1][O:2][C:3]1[CH:4]=[C:5]([CH:6]=[CH:22][CH:18]=[O:17])[CH:8]=[CH:9][C:10]=1[N:11]1[CH:15]=[CH:14][CH:13]=[N:12]1. The yield is 0.860. (5) The reactants are [F:1][C:2]([F:19])([F:18])[C:3]1[CH:4]=[C:5]([CH2:13][C:14]([O:16][CH3:17])=[O:15])[CH:6]=[C:7]([C:9]([F:12])([F:11])[F:10])[CH:8]=1.[H-].[Na+].Br[CH2:23][CH2:24]Cl.O. The catalyst is CS(C)=O. The product is [F:1][C:2]([F:18])([F:19])[C:3]1[CH:4]=[C:5]([C:13]2([C:14]([O:16][CH3:17])=[O:15])[CH2:24][CH2:23]2)[CH:6]=[C:7]([C:9]([F:11])([F:12])[F:10])[CH:8]=1. The yield is 0.940. (6) The reactants are [F:1][C:2]1[CH:11]=[C:10]([N+:12]([O-])=O)[CH:9]=[CH:8][C:3]=1[C:4]([O:6][CH3:7])=[O:5]. The catalyst is CO.[Pd]. The product is [NH2:12][C:10]1[CH:9]=[CH:8][C:3]([C:4]([O:6][CH3:7])=[O:5])=[C:2]([F:1])[CH:11]=1. The yield is 0.980. (7) The reactants are [CH:1]1([CH:7]2[CH2:12][CH2:11][N:10]([C:13]([C:15]3[CH:16]=[N:17][C:18]4[N:19]([N:30]=[CH:31][C:32]=4[C:33](O)=[O:34])[C:20]=3[NH:21][C:22]3[CH:27]=[C:26]([CH3:28])[CH:25]=[CH:24][C:23]=3[CH3:29])=[O:14])[CH2:9][CH2:8]2)[CH2:6][CH2:5][CH2:4][CH2:3][CH2:2]1.[CH2:36]([S:38]([NH2:41])(=[O:40])=[O:39])[CH3:37]. No catalyst specified. The product is [CH:1]1([CH:7]2[CH2:8][CH2:9][N:10]([C:13]([C:15]3[CH:16]=[N:17][C:18]4[N:19]([N:30]=[CH:31][C:32]=4[C:33]([NH:41][S:38]([CH2:36][CH3:37])(=[O:40])=[O:39])=[O:34])[C:20]=3[NH:21][C:22]3[CH:27]=[C:26]([CH3:28])[CH:25]=[CH:24][C:23]=3[CH3:29])=[O:14])[CH2:11][CH2:12]2)[CH2:2][CH2:3][CH2:4][CH2:5][CH2:6]1. The yield is 0.550.